From a dataset of Forward reaction prediction with 1.9M reactions from USPTO patents (1976-2016). Predict the product of the given reaction. (1) Given the reactants [CH2:1]([O:8][C:9](=[O:17])[CH2:10][CH2:11][CH2:12][CH2:13][C:14]([OH:16])=[O:15])[C:2]1[CH:7]=[CH:6][CH:5]=[CH:4][CH:3]=1.[B-](F)(F)(F)F.CN(C(O[N:31]1[C:36](=[O:37])[CH2:35][CH2:34][C:32]1=[O:33])=[N+](C)C)C.CCN(C(C)C)C(C)C, predict the reaction product. The product is: [O:33]=[C:32]1[CH2:34][CH2:35][C:36](=[O:37])[N:31]1[O:15][C:14](=[O:16])[CH2:13][CH2:12][CH2:11][CH2:10][C:9]([O:8][CH2:1][C:2]1[CH:7]=[CH:6][CH:5]=[CH:4][CH:3]=1)=[O:17]. (2) Given the reactants [N:1]1([C:7]2[CH:8]=[CH:9][C:10]3[N:11]([C:13]([C:16]([F:19])([F:18])[F:17])=[N:14][N:15]=3)[N:12]=2)[CH2:6][CH2:5][NH:4][CH2:3][CH2:2]1.[CH2:20]([C:23]1[CH:30]=[CH:29][C:26]([CH:27]=O)=[CH:25][CH:24]=1)[CH2:21][CH3:22], predict the reaction product. The product is: [CH2:20]([C:23]1[CH:30]=[CH:29][C:26]([CH2:27][N:4]2[CH2:3][CH2:2][N:1]([C:7]3[CH:8]=[CH:9][C:10]4[N:11]([C:13]([C:16]([F:17])([F:18])[F:19])=[N:14][N:15]=4)[N:12]=3)[CH2:6][CH2:5]2)=[CH:25][CH:24]=1)[CH2:21][CH3:22]. (3) The product is: [Br:15][C:4]1[S:3][C:2]([CH3:1])=[N:6][C:5]=1[C:7]([OH:9])=[O:8]. Given the reactants [CH3:1][C:2]1[S:3][CH:4]=[C:5]([C:7]([OH:9])=[O:8])[N:6]=1.[Li]CCCC.[Br:15]Br, predict the reaction product.